From a dataset of Reaction yield outcomes from USPTO patents with 853,638 reactions. Predict the reaction yield, written as a fraction of the theoretical maximum amount of product (1.0 means a 100% yield; for example, 0.34 means a 34% yield). (1) The reactants are [Cl:1][C:2]1[C:3]([CH3:18])=[C:4]([NH:10][C@H:11]([C@H:15]([OH:17])[CH3:16])[C:12]([OH:14])=O)[CH:5]=[CH:6][C:7]=1[C:8]#[N:9].[Cl:19][C:20]1[CH:21]=[C:22]([CH:27]=[CH:28][C:29]=1[Cl:30])[C:23]([NH:25][NH2:26])=[O:24].ClC1C(CC)=C(N[C@H]([C@@H](O)C)C(NNC(=O)C2C=CC=CC=2)=O)C=CC=1C#N. No catalyst specified. The product is [Cl:19][C:20]1[CH:21]=[C:22]([CH:27]=[CH:28][C:29]=1[Cl:30])[C:23]([NH:25][NH:26][C:12](=[O:14])[C@H:11]([NH:10][C:4]1[CH:5]=[CH:6][C:7]([C:8]#[N:9])=[C:2]([Cl:1])[C:3]=1[CH3:18])[C@H:15]([OH:17])[CH3:16])=[O:24]. The yield is 0.810. (2) The reactants are [Cl:1][C:2]1[C:10]2[N:9]=[C:8]3[N:11]([C:15]4[CH:20]=[CH:19][C:18]([Cl:21])=[CH:17][C:16]=4[C:22]([F:25])([F:24])[F:23])[CH2:12][CH2:13][CH2:14][N:7]3[C:6]=2[C:5]([CH2:26][OH:27])=[CH:4][CH:3]=1.C(N(CC)CC)C.CS(C)=O. The catalyst is ClCCl.C(=O)([O-])O.[Na+]. The product is [Cl:1][C:2]1[CH:3]=[CH:4][C:5]([CH:26]=[O:27])=[C:6]2[C:10]=1[N:9]=[C:8]1[N:11]([C:15]3[CH:20]=[CH:19][C:18]([Cl:21])=[CH:17][C:16]=3[C:22]([F:24])([F:23])[F:25])[CH2:12][CH2:13][CH2:14][N:7]21. The yield is 0.800. (3) The reactants are Br[C:2]1[CH:7]=[CH:6][C:5]2[C:8]3[CH2:13][CH2:12][N:11]([C:14]([O:16][C:17]([CH3:20])([CH3:19])[CH3:18])=[O:15])[CH2:10][C:9]=3[O:21][C:4]=2[CH:3]=1.[CH2:22]([O:29][C:30]1[CH:35]=[CH:34][NH:33][C:32](=[O:36])[CH:31]=1)[C:23]1[CH:28]=[CH:27][CH:26]=[CH:25][CH:24]=1.C([O-])([O-])=O.[Cs+].[Cs+].CN[C@H]1CCCC[C@@H]1NC.[Cl-].[Na+].O.[NH4+].[OH-]. The catalyst is C1(C)C=CC=CC=1.C(Cl)Cl.CO.[NH4+].[OH-].[Cu](I)I.C(Cl)Cl. The product is [CH2:22]([O:29][C:30]1[CH:35]=[CH:34][N:33]([C:2]2[CH:7]=[CH:6][C:5]3[C:8]4[CH2:13][CH2:12][N:11]([C:14]([O:16][C:17]([CH3:20])([CH3:19])[CH3:18])=[O:15])[CH2:10][C:9]=4[O:21][C:4]=3[CH:3]=2)[C:32](=[O:36])[CH:31]=1)[C:23]1[CH:24]=[CH:25][CH:26]=[CH:27][CH:28]=1. The yield is 0.880. (4) The reactants are [OH:1][CH2:2][CH2:3][NH:4][CH:5]1[CH2:8][N:7]([C:9]([O:11][C:12]([CH3:15])([CH3:14])[CH3:13])=[O:10])[CH2:6]1.C=O.[CH3:18]C(O)=O. The catalyst is CO.[Pd]. The product is [OH:1][CH2:2][CH2:3][N:4]([CH3:18])[CH:5]1[CH2:8][N:7]([C:9]([O:11][C:12]([CH3:15])([CH3:14])[CH3:13])=[O:10])[CH2:6]1. The yield is 0.694. (5) The yield is 0.730. The product is [ClH:15].[N+:1]([C:4]1[CH:5]=[C:6]([NH:10][NH2:11])[CH:7]=[CH:8][CH:9]=1)([O-:3])=[O:2]. The reactants are [N+:1]([C:4]1[CH:5]=[C:6]([NH2:10])[CH:7]=[CH:8][CH:9]=1)([O-:3])=[O:2].[N:11]([O-])=O.[Na+].[Cl:15][Sn]Cl.O. The catalyst is O.Cl. (6) The reactants are [CH:1]([O:3][C:4](=[O:19])[O:5][CH2:6][CH:7]1[CH2:11][CH2:10][N:9](CC2C=CC=CC=2)[CH2:8]1)=[CH2:2].Cl[C:21]([O:23][CH:24]=[CH2:25])=[O:22]. The catalyst is ClCCCl. The product is [CH:24]([O:23][C:21]([N:9]1[CH2:10][CH2:11][CH:7]([CH2:6][O:5][C:4]([O:3][CH:1]=[CH2:2])=[O:19])[CH2:8]1)=[O:22])=[CH2:25]. The yield is 0.830. (7) The reactants are CC1(C)CO[CH:5]([C:8]2[C:13]([O:14]COC)=[C:12]([O:18][CH3:19])[CH:11]=[CH:10][C:9]=2[NH:20][CH2:21][C@@H:22]([OH:33])[CH2:23][O:24][C:25]2[CH:30]=[CH:29][C:28]([CH3:31])=[CH:27][C:26]=2[CH3:32])OC1.Cl.[NH2:36][C:37]1[CH:38]=[C:39]2[C:43](=[CH:44][C:45]=1[NH2:46])[C:42](=[O:47])[N:41]([CH:48]1[CH2:53][CH2:52][N:51]([CH3:54])[CH2:50][CH2:49]1)[CH2:40]2.CC(O)=O. The catalyst is C1COCC1.CCO. The product is [CH3:32][C:26]1[CH:27]=[C:28]([CH3:31])[CH:29]=[CH:30][C:25]=1[O:24][CH2:23][C@H:22]([OH:33])[CH2:21][NH:20][C:9]1[C:8]([C:5]2[NH:46][C:45]3[C:37](=[CH:38][C:39]4[CH2:40][N:41]([CH:48]5[CH2:53][CH2:52][N:51]([CH3:54])[CH2:50][CH2:49]5)[C:42](=[O:47])[C:43]=4[CH:44]=3)[N:36]=2)=[C:13]([OH:14])[C:12]([O:18][CH3:19])=[CH:11][CH:10]=1. The yield is 0.100.